Dataset: Reaction yield outcomes from USPTO patents with 853,638 reactions. Task: Predict the reaction yield, written as a fraction of the theoretical maximum amount of product (1.0 means a 100% yield; for example, 0.34 means a 34% yield). (1) The catalyst is O1CCCC1.C1(C)C=CC=CC=1. The product is [CH2:1]([N:3]([CH2:4][C:6]1[CH:7]=[CH:8][C:9]([CH2:10][C:11]2[CH:36]=[CH:35][CH:34]=[CH:33][C:12]=2[O:13][CH2:14][CH2:15][N:16]2[CH2:21][CH2:20][CH:19]([N:22]3[C:26]4[CH:27]=[CH:28][CH:29]=[CH:30][C:25]=4[N:24]=[C:23]3[CH2:31][OH:32])[CH2:18][CH2:17]2)=[CH:37][CH:38]=1)[CH2:39][CH3:40])[CH3:2]. The yield is 0.500. The reactants are [CH2:1]([N:3]([CH2:39][CH3:40])[C:4]([C:6]1[CH:38]=[CH:37][C:9]([CH2:10][C:11]2[CH:36]=[CH:35][CH:34]=[CH:33][C:12]=2[O:13][CH2:14][CH2:15][N:16]2[CH2:21][CH2:20][CH:19]([N:22]3[C:26]4[CH:27]=[CH:28][CH:29]=[CH:30][C:25]=4[N:24]=[C:23]3[CH2:31][OH:32])[CH2:18][CH2:17]2)=[CH:8][CH:7]=1)=O)[CH3:2].COCCO[AlH2-]OCCOC.[Na+]. (2) The reactants are FC(F)(F)C(O)=O.C(OC([N:15]1[CH2:21][CH2:20][CH2:19][C@H:18]([N:22]([CH2:31][C:32]2[CH:37]=[C:36]([C:38]([F:41])([F:40])[F:39])[CH:35]=[C:34]([C:42]([F:45])([F:44])[F:43])[CH:33]=2)[C:23]2[N:24]=[N:25][N:26]([CH2:28][CH2:29][OH:30])[N:27]=2)[C:17]2[CH:46]=[C:47]([CH3:54])[C:48]([C:50]([F:53])([F:52])[F:51])=[CH:49][C:16]1=2)=O)(C)(C)C. The catalyst is C(Cl)Cl. The product is [F:44][C:42]([F:43])([F:45])[C:34]1[CH:33]=[C:32]([CH:37]=[C:36]([C:38]([F:41])([F:40])[F:39])[CH:35]=1)[CH2:31][N:22]([C@H:18]1[CH2:19][CH2:20][CH2:21][NH:15][C:16]2[CH:49]=[C:48]([C:50]([F:51])([F:52])[F:53])[C:47]([CH3:54])=[CH:46][C:17]1=2)[C:23]1[N:24]=[N:25][N:26]([CH2:28][CH2:29][OH:30])[N:27]=1. The yield is 0.620. (3) The reactants are [C:1](Cl)(=[O:3])[CH3:2].[Cl:5][C:6]1[CH:7]=[CH:8][C:9]2[N:15]([CH2:16][C:17]([CH3:21])([CH3:20])[CH2:18][OH:19])[C:14](=[O:22])[C@@H:13]([CH2:23][C:24]([NH:26][C:27]3[CH:32]=[CH:31][C:30]([CH2:33][CH2:34][C:35]([OH:37])=[O:36])=[CH:29][C:28]=3[CH3:38])=[O:25])[O:12][C@H:11]([C:39]3[CH:44]=[CH:43][CH:42]=[C:41]([O:45][CH3:46])[C:40]=3[O:47][CH3:48])[C:10]=2[CH:49]=1.N1C=CC=CC=1.C(OCC)(=O)C. The catalyst is O. The product is [C:1]([O:19][CH2:18][C:17]([CH3:21])([CH3:20])[CH2:16][N:15]1[C:9]2[CH:8]=[CH:7][C:6]([Cl:5])=[CH:49][C:10]=2[C@@H:11]([C:39]2[CH:44]=[CH:43][CH:42]=[C:41]([O:45][CH3:46])[C:40]=2[O:47][CH3:48])[O:12][C@H:13]([CH2:23][C:24]([NH:26][C:27]2[CH:32]=[CH:31][C:30]([CH2:33][CH2:34][C:35]([OH:37])=[O:36])=[CH:29][C:28]=2[CH3:38])=[O:25])[C:14]1=[O:22])(=[O:3])[CH3:2]. The yield is 0.770. (4) The reactants are [CH3:1][C:2]1[C:11]([N+:12]([O-:14])=[O:13])=[CH:10][CH:9]=[CH:8][C:3]=1[C:4]([O:6][CH3:7])=[O:5].[Br:15]N1C(=O)CCC1=O. The catalyst is C(Cl)(Cl)(Cl)Cl. The product is [Br:15][CH2:1][C:2]1[C:11]([N+:12]([O-:14])=[O:13])=[CH:10][CH:9]=[CH:8][C:3]=1[C:4]([O:6][CH3:7])=[O:5]. The yield is 0.930.